This data is from Reaction yield outcomes from USPTO patents with 853,638 reactions. The task is: Predict the reaction yield, written as a fraction of the theoretical maximum amount of product (1.0 means a 100% yield; for example, 0.34 means a 34% yield). (1) The reactants are [F:1][C:2]1[CH:11]=[CH:10][C:5]2[S:6][CH:7]=[C:8]([CH3:9])[C:4]=2[CH:3]=1.C([Li])CCC.CN([CH:20]=[O:21])C.[NH4+].[Cl-]. The catalyst is C1COCC1. The product is [F:1][C:2]1[CH:11]=[CH:10][C:5]2[S:6][C:7]([CH:20]=[O:21])=[C:8]([CH3:9])[C:4]=2[CH:3]=1. The yield is 0.970. (2) The reactants are [NH2:1][C@@H:2]1[C:10]2[C:5](=[CH:6][CH:7]=[CH:8][CH:9]=2)[CH2:4][CH2:3]1.[CH3:11]CN(CC)CC.C(OC(OC(OC(C)(C)C)=O)=O)(C)(C)C. The catalyst is C1COCC1. The product is [CH3:11][NH:1][C@@H:2]1[C:10]2[C:5](=[CH:6][CH:7]=[CH:8][CH:9]=2)[CH2:4][CH2:3]1. The yield is 0.770. (3) The reactants are [Cl:1][C:2]1[CH:3]=[C:4]([CH:6]=[CH:7][C:8]=1[C:9]1[CH:10]=[N:11][CH:12]=[CH:13][C:14]=1[CH3:15])[NH2:5].[CH3:16][S:17](Cl)(=[O:19])=[O:18].[H-].[Na+]. The catalyst is CN(C=O)C. The product is [Cl:1][C:2]1[CH:3]=[C:4]([NH:5][S:17]([CH3:16])(=[O:19])=[O:18])[CH:6]=[CH:7][C:8]=1[C:9]1[CH:10]=[N:11][CH:12]=[CH:13][C:14]=1[CH3:15]. The yield is 0.0354. (4) The reactants are [OH:1][C:2]1[CH:9]=[C:8]([O:10][CH3:11])[C:7]([C:12]2[S:13][CH:14]=[CH:15][CH:16]=2)=[CH:6][C:3]=1[CH:4]=[O:5].C(=O)([O-])[O-].[K+].[K+].[C:23]([Si:27]([CH3:47])([CH3:46])[O:28][CH2:29][CH:30]([C:37]([CH3:45])([CH3:44])[O:38][SiH2:39][C:40]([CH3:43])([CH3:42])[CH3:41])[CH2:31]OS(C)(=O)=O)([CH3:26])([CH3:25])[CH3:24]. The catalyst is CN(C)C=O.O. The product is [C:23]([Si:27]([CH3:46])([CH3:47])[O:28][CH2:29][CH:30]([C:37]([CH3:45])([CH3:44])[O:38][SiH2:39][C:40]([CH3:43])([CH3:42])[CH3:41])[CH2:31][O:1][C:2]1[CH:9]=[C:8]([O:10][CH3:11])[C:7]([C:12]2[S:13][CH:14]=[CH:15][CH:16]=2)=[CH:6][C:3]=1[CH:4]=[O:5])([CH3:25])([CH3:26])[CH3:24]. The yield is 0.810. (5) The reactants are [Cl:1][C:2]1[CH:3]=[C:4]([C@H:9]([OH:23])[C@@H:10]2[CH2:15][CH2:14][CH2:13][N:12]([C:16]([O:18][C:19]([CH3:22])([CH3:21])[CH3:20])=[O:17])[CH2:11]2)[CH:5]=[C:6]([F:8])[CH:7]=1.[H-].[Na+].Br[CH2:27][C:28]#[N:29]. The catalyst is CC#N. The product is [Cl:1][C:2]1[CH:3]=[C:4]([C@H:9]([O:23][CH2:27][C:28]#[N:29])[C@@H:10]2[CH2:15][CH2:14][CH2:13][N:12]([C:16]([O:18][C:19]([CH3:20])([CH3:22])[CH3:21])=[O:17])[CH2:11]2)[CH:5]=[C:6]([F:8])[CH:7]=1. The yield is 1.00.